From a dataset of Catalyst prediction with 721,799 reactions and 888 catalyst types from USPTO. Predict which catalyst facilitates the given reaction. Reactant: Cl[C:2]1[CH:7]=[C:6]([CH:8]([C:17]2[CH:22]=[C:21]([F:23])[CH:20]=[CH:19][C:18]=2[F:24])[S:9][C:10]2[CH:15]=[CH:14][C:13]([F:16])=[CH:12][CH:11]=2)[C:5]([Cl:25])=[CH:4][N:3]=1.[NH2:26][CH2:27][CH2:28][OH:29]. Product: [Cl:25][C:5]1[C:6]([CH:8]([C:17]2[CH:22]=[C:21]([F:23])[CH:20]=[CH:19][C:18]=2[F:24])[S:9][C:10]2[CH:15]=[CH:14][C:13]([F:16])=[CH:12][CH:11]=2)=[CH:7][C:2]([NH:26][CH2:27][CH2:28][OH:29])=[N:3][CH:4]=1. The catalyst class is: 12.